From a dataset of Peptide-MHC class II binding affinity with 134,281 pairs from IEDB. Regression. Given a peptide amino acid sequence and an MHC pseudo amino acid sequence, predict their binding affinity value. This is MHC class II binding data. (1) The peptide sequence is FMVAMFLAVAVVLGL. The MHC is DRB1_1101 with pseudo-sequence DRB1_1101. The binding affinity (normalized) is 0.0510. (2) The peptide sequence is GKAGCQTYKWETFLT. The MHC is HLA-DPA10103-DPB10301 with pseudo-sequence HLA-DPA10103-DPB10301. The binding affinity (normalized) is 0.0259. (3) The peptide sequence is YTDVFSLDPTFTIETT. The MHC is H-2-IAk with pseudo-sequence H-2-IAk. The binding affinity (normalized) is 0.0839. (4) The peptide sequence is SFGIVVAWQVKLLPV. The MHC is HLA-DQA10501-DQB10301 with pseudo-sequence HLA-DQA10501-DQB10301. The binding affinity (normalized) is 0.608. (5) The peptide sequence is YDKNLANVSTVLTGK. The MHC is DRB1_0101 with pseudo-sequence DRB1_0101. The binding affinity (normalized) is 0.597. (6) The binding affinity (normalized) is 0.163. The peptide sequence is LKLATGMRNVPEKQT. The MHC is HLA-DPA10201-DPB11401 with pseudo-sequence HLA-DPA10201-DPB11401.